Dataset: Forward reaction prediction with 1.9M reactions from USPTO patents (1976-2016). Task: Predict the product of the given reaction. (1) Given the reactants [NH2:1][CH2:2][C:3]1[CH:8]=[CH:7][C:6]([S:9]([C:12]2[CH:20]=[CH:19][C:18]3[N:17]([CH3:21])[C:16]4[CH2:22][CH:23]5[NH:27][CH:26]([C:15]=4[C:14]=3[C:13]=2C(OC(C)(C)C)=O)[CH2:25][CH2:24]5)(=[O:11])=[O:10])=[CH:5][CH:4]=1.[ClH:35], predict the reaction product. The product is: [ClH:35].[ClH:35].[NH2:1][CH2:2][C:3]1[CH:8]=[CH:7][C:6]([S:9]([C:12]2[CH:13]=[C:14]3[C:18](=[CH:19][CH:20]=2)[N:17]([CH3:21])[C:16]2[CH2:22][CH:23]4[NH:27][CH:26]([C:15]3=2)[CH2:25][CH2:24]4)(=[O:11])=[O:10])=[CH:5][CH:4]=1. (2) Given the reactants [Cl:1][C:2]1[C:3]([N:13]2[CH2:18][CH2:17][NH:16][CH2:15][CH2:14]2)=[N:4][CH:5]=[C:6]([CH:12]=1)[C:7]([O:9][CH2:10][CH3:11])=[O:8].[CH3:19][C:20]1[CH:25]=[CH:24][C:23]([S:26]([N:29]=[C:30]=[O:31])(=[O:28])=[O:27])=[CH:22][CH:21]=1, predict the reaction product. The product is: [Cl:1][C:2]1[C:3]([N:13]2[CH2:18][CH2:17][N:16]([C:30]([NH:29][S:26]([C:23]3[CH:24]=[CH:25][C:20]([CH3:19])=[CH:21][CH:22]=3)(=[O:28])=[O:27])=[O:31])[CH2:15][CH2:14]2)=[N:4][CH:5]=[C:6]([CH:12]=1)[C:7]([O:9][CH2:10][CH3:11])=[O:8].